Dataset: Catalyst prediction with 721,799 reactions and 888 catalyst types from USPTO. Task: Predict which catalyst facilitates the given reaction. (1) Reactant: [CH3:1][O:2][CH2:3][C:4]1[C:9]([CH2:10][O:11][CH3:12])=[CH:8][CH:7]=[C:6]([N+:13]([O-])=O)[C:5]=1[OH:16].[C:17](=S)(OCC)[S-:18].[K+]. Product: [CH3:12][O:11][CH2:10][C:9]1[CH:8]=[CH:7][C:6]2[N:13]=[C:17]([SH:18])[O:16][C:5]=2[C:4]=1[CH2:3][O:2][CH3:1]. The catalyst class is: 8. (2) Reactant: [CH3:1][O:2][C:3]1[N:4]=[CH:5][CH:6]=[C:7]2[CH:11]=[C:10]([CH3:12])[O:9][C:8]=12.C1C(=O)N([Br:20])C(=O)C1. Product: [Br:20][C:6]1[CH:5]=[N:4][C:3]([O:2][CH3:1])=[C:8]2[O:9][C:10]([CH3:12])=[CH:11][C:7]=12. The catalyst class is: 10. (3) Reactant: Br[C:2]1[CH:11]=[CH:10][CH:9]=[C:8]2[C:3]=1[CH:4]=[CH:5][C:6]([NH:12][CH2:13][C:14]1[CH:19]=[CH:18][CH:17]=[CH:16][C:15]=1[O:20][CH3:21])=[N:7]2.[CH:22]([Sn](CCCC)(CCCC)CCCC)=[CH2:23]. Product: [CH3:21][O:20][C:15]1[CH:16]=[CH:17][CH:18]=[CH:19][C:14]=1[CH2:13][NH:12][C:6]1[CH:5]=[CH:4][C:3]2[C:8](=[CH:9][CH:10]=[CH:11][C:2]=2[CH:22]=[CH2:23])[N:7]=1. The catalyst class is: 11. (4) Reactant: CC(OC(/N=N/C(OC(C)C)=O)=O)C.[CH:15]1([C:18]2[CH:23]=[C:22]([CH2:24]O)[CH:21]=[C:20]([C:26]3[CH:27]=[N:28][C:29]([C:32]([F:35])([F:34])[F:33])=[N:30][CH:31]=3)[N:19]=2)[CH2:17][CH2:16]1.[C:36]1(=[O:46])[C:44]2[C:39](=[CH:40][CH:41]=[CH:42][CH:43]=2)[C:38](=[O:45])[NH:37]1.C1C=CC(P(C2C=CC=CC=2)C2C=CC=CC=2)=CC=1. Product: [CH:15]1([C:18]2[CH:23]=[C:22]([CH2:24][N:37]3[C:38](=[O:45])[C:39]4[C:44](=[CH:43][CH:42]=[CH:41][CH:40]=4)[C:36]3=[O:46])[CH:21]=[C:20]([C:26]3[CH:27]=[N:28][C:29]([C:32]([F:33])([F:35])[F:34])=[N:30][CH:31]=3)[N:19]=2)[CH2:17][CH2:16]1. The catalyst class is: 7. (5) Reactant: [CH3:1][C:2]1[CH:23]=[CH:22][CH:21]=[C:20]([CH3:24])[C:3]=1[CH2:4][NH:5][C:6]1[C:14]2[N:13]=[C:12]([CH3:15])[N:11]([CH3:16])[C:10]=2[CH:9]=[C:8]([C:17](O)=[O:18])[CH:7]=1.F[B-](F)(F)F.N1(OC(N(C)C)=[N+](C)C)C2C=CC=CC=2N=N1.[CH3:47][NH:48][CH2:49][CH2:50][OH:51]. Product: [CH3:24][C:20]1[CH:21]=[CH:22][CH:23]=[C:2]([CH3:1])[C:3]=1[CH2:4][NH:5][C:6]1[C:14]2[N:13]=[C:12]([CH3:15])[N:11]([CH3:16])[C:10]=2[CH:9]=[C:8]([C:17]([N:48]([CH2:49][CH2:50][OH:51])[CH3:47])=[O:18])[CH:7]=1. The catalyst class is: 120. (6) Reactant: [CH:1]1([C@H:4]([NH:6][C:7]2[N:15]=[C:14]([C:16]([O:18]C)=[O:17])[N:13]=[C:12]3[C:8]=2[N:9]([CH2:27][C:28]2[CH:33]=[CH:32][C:31]([F:34])=[C:30]([C:35]([F:38])([F:37])[F:36])[CH:29]=2)[C:10]([C:20]2[CH:21]=[C:22]([CH3:26])[CH:23]=[CH:24][CH:25]=2)=[N:11]3)[CH3:5])[CH2:3][CH2:2]1.[Li+].[OH-]. Product: [CH:1]1([C@H:4]([NH:6][C:7]2[N:15]=[C:14]([C:16]([OH:18])=[O:17])[N:13]=[C:12]3[C:8]=2[N:9]([CH2:27][C:28]2[CH:33]=[CH:32][C:31]([F:34])=[C:30]([C:35]([F:36])([F:37])[F:38])[CH:29]=2)[C:10]([C:20]2[CH:25]=[CH:24][CH:23]=[C:22]([CH3:26])[CH:21]=2)=[N:11]3)[CH3:5])[CH2:3][CH2:2]1. The catalyst class is: 1. (7) Reactant: [H-].[Na+].[NH2:3][C:4]1[N:5]=[C:6]([C:22]2[CH:27]=[CH:26][CH:25]=[CH:24][CH:23]=2)[C:7]([C:12]2[CH:13]=[CH:14][C:15](=[O:21])[N:16]([CH:18]([CH3:20])[CH3:19])[CH:17]=2)=[N:8][C:9]=1[CH2:10][OH:11].CI.[CH3:30]COC(C)=O. Product: [NH2:3][C:4]1[N:5]=[C:6]([C:22]2[CH:27]=[CH:26][CH:25]=[CH:24][CH:23]=2)[C:7]([C:12]2[CH:13]=[CH:14][C:15](=[O:21])[N:16]([CH:18]([CH3:20])[CH3:19])[CH:17]=2)=[N:8][C:9]=1[CH2:10][O:11][CH3:30]. The catalyst class is: 18.